Dataset: Forward reaction prediction with 1.9M reactions from USPTO patents (1976-2016). Task: Predict the product of the given reaction. (1) Given the reactants [OH:1][CH:2]1[CH:7]2[CH2:8][CH2:9][N:4]([CH2:5][CH2:6]2)[CH2:3]1.I[C:11]1[CH:16]=[CH:15][C:14]([N+:17]([O-:19])=[O:18])=[CH:13][CH:12]=1, predict the reaction product. The product is: [N+:17]([C:14]1[CH:15]=[CH:16][C:11]([O:1][CH:2]2[CH:7]3[CH2:8][CH2:9][N:4]([CH2:5][CH2:6]3)[CH2:3]2)=[CH:12][CH:13]=1)([O-:19])=[O:18]. (2) The product is: [CH2:8]([O:10][C:11](=[O:26])[C:12]([C:19]1[CH:20]=[CH:21][C:22]([Cl:25])=[CH:23][CH:24]=1)([F:18])[CH2:7][CH2:6][NH:3][C:4]([O:48][C:45]([CH3:47])([CH3:46])[CH3:44])=[O:34])[CH3:9]. Given the reactants C([N:3]([CH2:6][CH3:7])[CH2:4]C)C.[CH2:8]([O:10][C:11](=[O:26])[C:12]([C:19]1[CH:24]=[CH:23][C:22]([Cl:25])=[CH:21][CH:20]=1)([F:18])CCC(O)=O)[CH3:9].C1(P(N=[N+]=[N-])(C2C=CC=CC=2)=[O:34])C=CC=CC=1.[CH3:44][C:45]([OH:48])([CH3:47])[CH3:46], predict the reaction product. (3) Given the reactants C([Li])CCC.[B:6](OC(C)C)([O:11]C(C)C)[O:7]C(C)C.C(=O)=O.CC(C)=O.[F:26][C:27]1[CH:32]=[CH:31][C:30]([CH:33]=[CH2:34])=[CH:29][N:28]=1.Cl, predict the reaction product. The product is: [F:26][C:27]1[C:32]([B:6]([OH:11])[OH:7])=[CH:31][C:30]([CH:33]=[CH2:34])=[CH:29][N:28]=1. (4) Given the reactants Cl[C:2]1[CH:3]=[CH:4][C:5]2[N:6]([CH:8]=[C:9]([C:11]3[CH:12]=[C:13]([CH:16]=[CH:17][CH:18]=3)[C:14]#[N:15])[N:10]=2)[N:7]=1.CO.[CH3:21][NH2:22], predict the reaction product. The product is: [CH3:21][NH:22][C:2]1[CH:3]=[CH:4][C:5]2[N:6]([CH:8]=[C:9]([C:11]3[CH:12]=[C:13]([CH:16]=[CH:17][CH:18]=3)[C:14]#[N:15])[N:10]=2)[N:7]=1. (5) The product is: [NH2:1][C:4]1[CH:5]=[N:6][CH:7]=[CH:8][C:9]=1[NH:10][C@@H:11]1[CH2:12][CH2:13][C@H:14]([C:17]([O:19][CH3:20])=[O:18])[CH2:15][CH2:16]1. Given the reactants [N+:1]([C:4]1[CH:5]=[N:6][CH:7]=[CH:8][C:9]=1[NH:10][C@@H:11]1[CH2:16][CH2:15][C@H:14]([C:17]([O:19][CH3:20])=[O:18])[CH2:13][CH2:12]1)([O-])=O, predict the reaction product. (6) Given the reactants [Cl:1][C:2]1[CH:7]=[CH:6][C:5]([O:8][CH3:9])=[CH:4][C:3]=1[NH:10][C:11]1[C:12]([NH:21][S:22]([C:25]2[CH:26]=[C:27]([CH:31]=[CH:32][CH:33]=2)[C:28]([OH:30])=O)(=[O:24])=[O:23])=[N:13][C:14]2[C:19]([N:20]=1)=[CH:18][CH:17]=[CH:16][CH:15]=2.F[P-](F)(F)(F)(F)F.N1(OC(N(C)C)=[N+](C)C)C2N=CC=CC=2N=N1.C(N(C(C)C)C(C)C)C.[CH3:67][N:68]([CH3:72])[CH2:69][CH2:70][NH2:71], predict the reaction product. The product is: [Cl:1][C:2]1[CH:7]=[CH:6][C:5]([O:8][CH3:9])=[CH:4][C:3]=1[NH:10][C:11]1[C:12]([NH:21][S:22]([C:25]2[CH:26]=[C:27]([CH:31]=[CH:32][CH:33]=2)[C:28]([NH:71][CH2:70][CH2:69][N:68]([CH3:72])[CH3:67])=[O:30])(=[O:23])=[O:24])=[N:13][C:14]2[C:19]([N:20]=1)=[CH:18][CH:17]=[CH:16][CH:15]=2. (7) Given the reactants [Cl:1][C:2]1[CH:3]=[C:4]([CH:25]=[CH:26][CH:27]=1)[CH2:5][N:6]1[CH2:10][C@@H:9]([N:11]([CH2:13][C:14]2[CH:19]=[CH:18][C:17]([F:20])=[CH:16][C:15]=2[F:21])[CH3:12])[CH2:8][C@H:7]1[C:22]([OH:24])=O.[CH3:28][O:29][C:30]1[CH:35]=[CH:34][CH:33]=[CH:32][C:31]=1[N:36]1[CH2:41][CH2:40][NH:39][CH2:38][CH2:37]1, predict the reaction product. The product is: [Cl:1][C:2]1[CH:3]=[C:4]([CH:25]=[CH:26][CH:27]=1)[CH2:5][N:6]1[CH2:10][C@@H:9]([N:11]([CH2:13][C:14]2[CH:19]=[CH:18][C:17]([F:20])=[CH:16][C:15]=2[F:21])[CH3:12])[CH2:8][C@H:7]1[C:22]([N:39]1[CH2:38][CH2:37][N:36]([C:31]2[CH:32]=[CH:33][CH:34]=[CH:35][C:30]=2[O:29][CH3:28])[CH2:41][CH2:40]1)=[O:24].